Task: Predict the reactants needed to synthesize the given product.. Dataset: Full USPTO retrosynthesis dataset with 1.9M reactions from patents (1976-2016) (1) Given the product [Cl:28][C:29]1[CH:30]=[CH:31][C:32]([C:35]2[N:36]=[C:37]3[CH:42]=[CH:41][C:40]([C:43]([NH:55][CH2:54][CH2:53][CH2:52][O:51][CH3:50])=[O:45])=[CH:39][N:38]3[C:46]=2[CH2:47][OH:48])=[CH:33][CH:34]=1, predict the reactants needed to synthesize it. The reactants are: C(N(C(C)C)CC)(C)C.CCCP1(OP(CCC)(=O)OP(CCC)(=O)O1)=O.[Cl:28][C:29]1[CH:34]=[CH:33][C:32]([C:35]2[N:36]=[C:37]3[CH:42]=[CH:41][C:40]([C:43]([O-:45])=O)=[CH:39][N:38]3[C:46]=2[CH2:47][OH:48])=[CH:31][CH:30]=1.[Na+].[CH3:50][O:51][CH2:52][CH2:53][CH2:54][NH2:55]. (2) Given the product [CH2:1]([C:3]1[CH:8]=[C:7]([OH:9])[C:6]([F:18])=[CH:5][C:4]=1[C:19]1[N:24]=[C:23]2[NH:25][N:26]=[C:27]([C:28]([NH2:59])=[O:29])[C:22]2=[C:21]([NH:39][CH2:40][C:41]2[CH:46]=[CH:45][CH:44]=[CH:43][C:42]=2[N:47]([CH3:57])[S:48]([C:51]2[CH:52]=[CH:53][CH:54]=[CH:55][CH:56]=2)(=[O:49])=[O:50])[N:20]=1)[CH3:2], predict the reactants needed to synthesize it. The reactants are: [CH2:1]([C:3]1[CH:8]=[C:7]([O:9]COCC[Si](C)(C)C)[C:6]([F:18])=[CH:5][C:4]=1[C:19]1[N:24]=[C:23]2[N:25](COCC[Si](C)(C)C)[N:26]=[C:27]([C:28](O)=[O:29])[C:22]2=[C:21]([NH:39][CH2:40][C:41]2[CH:46]=[CH:45][CH:44]=[CH:43][C:42]=2[N:47]([CH3:57])[S:48]([C:51]2[CH:56]=[CH:55][CH:54]=[CH:53][CH:52]=2)(=[O:50])=[O:49])[N:20]=1)[CH3:2].C[N:59]1CCOCC1.C(OC(Cl)=O)C(C)C.N. (3) Given the product [CH2:2]([O:4][C:5]([C:7]1[CH:32]=[CH:31][C:10]([CH:11]=[CH:34][C:36]2[N:41]=[CH:40][C:39]([N:42]3[CH2:47][CH2:46][N:45]([C:48]([O:50][C:51]([CH3:54])([CH3:53])[CH3:52])=[O:49])[CH2:44][CH2:43]3)=[CH:38][CH:37]=2)=[C:9]([F:33])[CH:8]=1)=[O:6])[CH3:3], predict the reactants needed to synthesize it. The reactants are: [Br-].[CH2:2]([O:4][C:5]([C:7]1[CH:32]=[CH:31][C:10]([CH2:11][P+](C2C=CC=CC=2)(C2C=CC=CC=2)C2C=CC=CC=2)=[C:9]([F:33])[CH:8]=1)=[O:6])[CH3:3].[CH:34]([C:36]1[N:41]=[CH:40][C:39]([N:42]2[CH2:47][CH2:46][N:45]([C:48]([O:50][C:51]([CH3:54])([CH3:53])[CH3:52])=[O:49])[CH2:44][CH2:43]2)=[CH:38][CH:37]=1)=O. (4) The reactants are: [Cl:1][C:2]1[CH:3]=[C:4]([C:10]2[CH:14]=[CH:13][N:12]([CH2:15][C@@H:16]([NH:18][C:19]([C:21]3[N:22]=[C:23]([CH3:26])[NH:24][CH:25]=3)=[O:20])[CH3:17])[N:11]=2)[CH:5]=[CH:6][C:7]=1[C:8]#[N:9].I[CH:28]([CH3:30])[CH3:29]. Given the product [Cl:1][C:2]1[CH:3]=[C:4]([C:10]2[CH:14]=[CH:13][N:12]([CH2:15][C@@H:16]([NH:18][C:19]([C:21]3[N:22]=[C:23]([CH3:26])[N:24]([CH:28]([CH3:30])[CH3:29])[CH:25]=3)=[O:20])[CH3:17])[N:11]=2)[CH:5]=[CH:6][C:7]=1[C:8]#[N:9], predict the reactants needed to synthesize it. (5) Given the product [Cl:22][C:16]1[CH:17]=[C:18]([F:21])[CH:19]=[CH:20][C:15]=1[CH2:14][NH:13][C:11](=[O:12])[CH2:10][C:9]1[C:5]([CH:1]([CH3:30])[CH3:2])=[N:6][N:7]([C:24]2[CH:25]=[CH:26][CH:27]=[CH:28][CH:29]=2)[C:8]=1[CH3:23], predict the reactants needed to synthesize it. The reactants are: [CH2:1]([C:5]1[C:9]([CH2:10][C:11]([NH:13][CH2:14][C:15]2[CH:20]=[CH:19][C:18]([F:21])=[CH:17][C:16]=2[Cl:22])=[O:12])=[C:8]([CH3:23])[N:7]([C:24]2[CH:29]=[CH:28][CH:27]=[CH:26][CH:25]=2)[N:6]=1)[CH2:2]CC.[CH3:30]C1N(C2C=CC=CC=2)N=C(C(C)C)C=1CC(O)=O. (6) Given the product [CH:10]1([C:4]2[N:3]=[C:2]([NH:15][C:16]3[CH:17]=[CH:18][C:19]([CH2:22][C:23]([NH2:25])=[O:24])=[CH:20][CH:21]=3)[CH:7]=[C:6]([CH2:8][CH3:9])[N:5]=2)[CH2:14][CH2:13][CH2:12][CH2:11]1, predict the reactants needed to synthesize it. The reactants are: Cl[C:2]1[CH:7]=[C:6]([CH2:8][CH3:9])[N:5]=[C:4]([CH:10]2[CH2:14][CH2:13][CH2:12][CH2:11]2)[N:3]=1.[NH2:15][C:16]1[CH:21]=[CH:20][C:19]([CH2:22][C:23]([NH2:25])=[O:24])=[CH:18][CH:17]=1. (7) The reactants are: S(=O)(=O)(O)[O-].[CH3:6][O:7][C:8]1[CH:13]=[C:12]([NH:14][C:15]2[CH:20]=[CH:19][CH:18]=[CH:17][CH:16]=2)[CH:11]=[CH:10][C:9]=1[N+:21]#[N:22].C(=O)(O)[O-].[Na+].[S:28]([O-:48])([O:31][CH2:32][CH2:33][CH2:34][CH2:35][CH2:36][CH2:37][CH2:38][CH2:39][CH2:40][CH2:41][CH2:42][CH2:43][CH2:44][CH2:45][CH2:46][CH3:47])(=[O:30])=[O:29].[Na+].S([O-])(OCCCCCCCCCCCCCCCC)(=O)=O. Given the product [CH2:32]([O:31][S:28]([O-:48])(=[O:30])=[O:29])[CH2:33][CH2:34][CH2:35][CH2:36][CH2:37][CH2:38][CH2:39][CH2:40][CH2:41][CH2:42][CH2:43][CH2:44][CH2:45][CH2:46][CH3:47].[CH3:6][O:7][C:8]1[CH:13]=[C:12]([NH:14][C:15]2[CH:20]=[CH:19][CH:18]=[CH:17][CH:16]=2)[CH:11]=[CH:10][C:9]=1[N+:21]#[N:22], predict the reactants needed to synthesize it. (8) Given the product [Si:11]([O:28][CH2:29][CH2:30][N:31]([CH3:62])[C:32]([C:34]1[CH:35]=[C:36]2[C:41](=[C:42]([CH:44]([N:46]([C:47]3[CH:48]=[C:49]([F:54])[CH:50]=[C:51]([F:53])[CH:52]=3)[CH3:1])[CH3:45])[CH:43]=1)[O:40][C:39]([N:55]1[CH2:56][CH2:57][O:58][CH2:59][CH2:60]1)=[CH:38][C:37]2=[O:61])=[O:33])([C:24]([CH3:25])([CH3:27])[CH3:26])([C:12]1[CH:17]=[CH:16][CH:15]=[CH:14][CH:13]=1)[C:18]1[CH:19]=[CH:20][CH:21]=[CH:22][CH:23]=1.[F:53][C:51]1[CH:52]=[C:47]([N:46]([CH3:1])[CH:44]([C:42]2[CH:43]=[C:34]([C:32]([N:31]([CH2:62][CH2:69][OH:68])[CH3:30])=[O:33])[CH:35]=[C:36]3[C:41]=2[O:40][C:39]([N:55]2[CH2:60][CH2:59][O:58][CH2:57][CH2:56]2)=[CH:38][C:37]3=[O:61])[CH3:45])[CH:48]=[C:49]([F:54])[CH:50]=1, predict the reactants needed to synthesize it. The reactants are: [CH3:1][Si]([N-][Si](C)(C)C)(C)C.[Li+].[Si:11]([O:28][CH2:29][CH2:30][N:31]([CH3:62])[C:32]([C:34]1[CH:35]=[C:36]2[C:41](=[C:42]([CH:44]([NH:46][C:47]3[CH:52]=[C:51]([F:53])[CH:50]=[C:49]([F:54])[CH:48]=3)[CH3:45])[CH:43]=1)[O:40][C:39]([N:55]1[CH2:60][CH2:59][O:58][CH2:57][CH2:56]1)=[CH:38][C:37]2=[O:61])=[O:33])([C:24]([CH3:27])([CH3:26])[CH3:25])([C:18]1[CH:23]=[CH:22][CH:21]=[CH:20][CH:19]=1)[C:12]1[CH:17]=[CH:16][CH:15]=[CH:14][CH:13]=1.S([O:68][CH3:69])(OC)(=O)=O.[NH4+].[Cl-]. (9) Given the product [OH:1][C:2]1[C:11](=[O:12])[C:10]2[C:5](=[CH:6][C:7]([N:28]3[CH2:33][CH2:32][O:31][CH2:30][CH2:29]3)=[CH:8][C:9]=2[OH:13])[O:4][C:3]=1[C:22]1[CH:23]=[CH:24][CH:25]=[CH:26][CH:27]=1, predict the reactants needed to synthesize it. The reactants are: [OH:1][C:2]1[C:11](=[O:12])[C:10]2[C:5](=[CH:6][C:7](OS(C(F)(F)F)(=O)=O)=[CH:8][C:9]=2[OH:13])[O:4][C:3]=1[C:22]1[CH:27]=[CH:26][CH:25]=[CH:24][CH:23]=1.[NH:28]1[CH2:33][CH2:32][O:31][CH2:30][CH2:29]1.C1(C2C=CC=CC=2)C=CC=CC=1P(C(C)(C)C)C(C)(C)C.[O-]P([O-])([O-])=O.[K+].[K+].[K+]. (10) The reactants are: I[C:2]1[C:3]([CH3:12])=[N:4][N:5]([CH2:7][C@H:8]([OH:11])[CH2:9][OH:10])[CH:6]=1.IC1C=NN(C[C@H](O)CO)C=1C.C1COCC1.C([Mg]Cl)(C)C.CO[B:37]1[O:41][C:40]([CH3:43])([CH3:42])[C:39]([CH3:45])([CH3:44])[O:38]1.[NH4+].[Cl-]. Given the product [CH3:12][C:3]1[C:2]([B:37]2[O:41][C:40]([CH3:43])([CH3:42])[C:39]([CH3:45])([CH3:44])[O:38]2)=[CH:6][N:5]([CH2:7][C@H:8]([OH:11])[CH2:9][OH:10])[N:4]=1, predict the reactants needed to synthesize it.